Dataset: Retrosynthesis with 50K atom-mapped reactions and 10 reaction types from USPTO. Task: Predict the reactants needed to synthesize the given product. Given the product CCCSc1nc(N(Cc2ccc(OC)cc2OC)C2CC2c2ccccc2)c2nnn(C3CC(CO[Si](c4ccccc4)(c4ccccc4)C(C)(C)C)C(OC)C3O)c2n1, predict the reactants needed to synthesize it. The reactants are: CCCSc1nc(N(Cc2ccc(OC)cc2OC)C2CC2c2ccccc2)c2nnn(C3CC(CO[Si](c4ccccc4)(c4ccccc4)C(C)(C)C)C(O)C3O)c2n1.CI.